From a dataset of HIV replication inhibition screening data with 41,000+ compounds from the AIDS Antiviral Screen. Binary Classification. Given a drug SMILES string, predict its activity (active/inactive) in a high-throughput screening assay against a specified biological target. (1) The compound is COc1c(OC)c(OC)c(-c2cc(=O)c3c(OC)c(OC)c(OC)c(OC)c3o2)c(OC)c1OC. The result is 0 (inactive). (2) The drug is COC(=O)c1cc(C(=CC(=O)NC2CCC3(C)C(CCC4C3CCC3(C)C(C(C)CCCC(C)C)CCC43)C2)c2cc(Cl)c(OC)c(C(=O)OC)c2)cc(Cl)c1OC. The result is 0 (inactive). (3) The drug is Br.Cc1cn2cc(-c3cccs3)nc2s1. The result is 0 (inactive). (4) The compound is CCOC(=O)c1c[nH]c2nc(=O)c3ccccc3n2c1=O. The result is 0 (inactive). (5) The drug is COC1OC(Cn2c(C)nc(Br)c2Br)C(O)C(O)C1O. The result is 0 (inactive). (6) The drug is O=C(O)Cc1cccc2c(=O)c3ccccc3oc12.[NaH]. The result is 0 (inactive). (7) The result is 0 (inactive). The molecule is O=C(c1ccco1)N1CCCN(C(=O)c2ccco2)C1=S. (8) The molecule is O=C(C=Cc1ccccc1)NC(=S)NCc1ccco1. The result is 0 (inactive). (9) The drug is CCOC(=O)CSc1nnc(CSc2nc(-c3ccccc3)c(-c3ccccc3)[nH]2)n1-c1ccccc1. The result is 0 (inactive). (10) The molecule is O=C(C=CC(=O)N1CCCC1)N1CCCC1. The result is 0 (inactive).